Dataset: Forward reaction prediction with 1.9M reactions from USPTO patents (1976-2016). Task: Predict the product of the given reaction. (1) Given the reactants Br[C:2]1[S:3][CH:4]=[C:5]([Br:7])[N:6]=1.[NH:8]1[CH2:13][CH2:12][O:11][CH2:10][CH2:9]1, predict the reaction product. The product is: [Br:7][C:5]1[N:6]=[C:2]([N:8]2[CH2:13][CH2:12][O:11][CH2:10][CH2:9]2)[S:3][CH:4]=1. (2) The product is: [I:24][C:25]1[CH:26]=[C:27]([CH:30]=[CH:31][CH:32]=1)[CH2:28][C@:2]1([CH3:1])[C:6](=[O:7])[O:5][C@@H:4]([C:8]2[CH:9]=[CH:10][CH:11]=[CH:12][CH:13]=2)[N:3]1[C:14]([O:16][CH2:17][C:18]1[CH:19]=[CH:20][CH:21]=[CH:22][CH:23]=1)=[O:15]. Given the reactants [CH3:1][C@H:2]1[C:6](=[O:7])[O:5][C@@H:4]([C:8]2[CH:13]=[CH:12][CH:11]=[CH:10][CH:9]=2)[N:3]1[C:14]([O:16][CH2:17][C:18]1[CH:23]=[CH:22][CH:21]=[CH:20][CH:19]=1)=[O:15].[I:24][C:25]1[CH:26]=[C:27]([CH:30]=[CH:31][CH:32]=1)[CH2:28]Br.C[Si](C)(C)N[Si](C)(C)C.[Li].C(=O)(O)[O-].[Na+], predict the reaction product. (3) Given the reactants [NH2:1][C:2]1[C:12]([N+:13]([O-:15])=[O:14])=[CH:11][C:5]([C:6]([O:8][CH2:9][CH3:10])=[O:7])=[C:4](F)[CH:3]=1.[F:17][CH:18]([F:21])[CH2:19][OH:20].[H-].[Na+].C1COCC1, predict the reaction product. The product is: [NH2:1][C:2]1[C:12]([N+:13]([O-:15])=[O:14])=[CH:11][C:5]([C:6]([O:8][CH2:9][CH3:10])=[O:7])=[C:4]([O:20][CH2:19][CH:18]([F:21])[F:17])[CH:3]=1. (4) Given the reactants [Br:1][C:2]1[CH:27]=[CH:26][C:5]2[N:6]([C:9]3[S:13][C:12]([C:14]([O:16][CH3:17])=[O:15])=[C:11]([O:18][Si](C(C)(C)C)(C)C)[CH:10]=3)[CH:7]=[N:8][C:4]=2[CH:3]=1.[F-].C([N+](CCCC)(CCCC)CCCC)CCC, predict the reaction product. The product is: [Br:1][C:2]1[CH:27]=[CH:26][C:5]2[N:6]([C:9]3[S:13][C:12]([C:14]([O:16][CH3:17])=[O:15])=[C:11]([OH:18])[CH:10]=3)[CH:7]=[N:8][C:4]=2[CH:3]=1.